Predict the product of the given reaction. From a dataset of Forward reaction prediction with 1.9M reactions from USPTO patents (1976-2016). (1) Given the reactants [CH:1]1([C:4]([N:6]2[CH2:10][CH2:9][C@@H:8]([CH2:11][NH:12][C:13]3[C:14]([NH2:23])=[CH:15][C:16]([C:19]([F:22])([F:21])[F:20])=[CH:17][CH:18]=3)[CH2:7]2)=[O:5])[CH2:3][CH2:2]1.[CH:24]([C:26]1[CH:31]=[CH:30][C:29]([C:32]2[CH:33]=[C:34]3[C:38](=[CH:39][CH:40]=2)[NH:37][N:36]=[CH:35]3)=[CH:28][CH:27]=1)=O.OOS([O-])=O.[K+], predict the reaction product. The product is: [CH:1]1([C:4]([N:6]2[CH2:10][CH2:9][C@@H:8]([CH2:11][N:12]3[C:13]4[CH:18]=[CH:17][C:16]([C:19]([F:20])([F:21])[F:22])=[CH:15][C:14]=4[N:23]=[C:24]3[C:26]3[CH:27]=[CH:28][C:29]([C:32]4[CH:33]=[C:34]5[C:38](=[CH:39][CH:40]=4)[NH:37][N:36]=[CH:35]5)=[CH:30][CH:31]=3)[CH2:7]2)=[O:5])[CH2:3][CH2:2]1. (2) Given the reactants F[C:2](F)(F)[C:3]([OH:5])=O.[NH2:8][C@H:9]([C:20]([CH3:23])([CH3:22])[CH3:21])[C:10]([N:12]1[CH2:17][CH2:16][CH:15]([C:18]#[N:19])[CH2:14][CH2:13]1)=[O:11].Cl.[NH2:25][C@H:26](C(C)(C)C)[C:27]([N:29]1[CH2:33][CH2:32]CC1)=O.[F:38][C:39]([F:54])([F:53])[C:40]1[CH:41]=[C:42](B(O)O)[CH:43]=[C:44]([C:46]([F:49])([F:48])[F:47])[CH:45]=1.[CH2:55]([N:57]1C=C(B2OC(C)(C)C(C)(C)O2)C=N1)C, predict the reaction product. The product is: [C:18]([CH:15]1[CH2:14][CH2:13][N:12]([C:10]([C@H:9]([NH:8][C:3]([C:2]2[C:26]3[C:27](=[N:29][CH:33]=[C:32]([C:42]4[CH:41]=[C:40]([C:39]([F:54])([F:53])[F:38])[CH:45]=[C:44]([C:46]([F:49])([F:48])[F:47])[CH:43]=4)[N:25]=3)[NH:57][CH:55]=2)=[O:5])[C:20]([CH3:23])([CH3:22])[CH3:21])=[O:11])[CH2:17][CH2:16]1)#[N:19]. (3) Given the reactants [CH:1]([C:3]1[CH:18]=[CH:17][C:6]([O:7][C:8]2[CH:16]=[CH:15][C:11]([C:12]([NH2:14])=[O:13])=[CH:10][N:9]=2)=[C:5]([O:19][CH3:20])[CH:4]=1)=O.[F:21][C:22]1[CH:27]=[C:26]([F:28])[CH:25]=[CH:24][C:23]=1[CH2:29][CH2:30][NH2:31].[BH4-].[Na+], predict the reaction product. The product is: [F:21][C:22]1[CH:27]=[C:26]([F:28])[CH:25]=[CH:24][C:23]=1[CH2:29][CH2:30][NH:31][CH2:1][C:3]1[CH:18]=[CH:17][C:6]([O:7][C:8]2[CH:16]=[CH:15][C:11]([C:12]([NH2:14])=[O:13])=[CH:10][N:9]=2)=[C:5]([O:19][CH3:20])[CH:4]=1.